Task: Predict the reaction yield, written as a fraction of the theoretical maximum amount of product (1.0 means a 100% yield; for example, 0.34 means a 34% yield).. Dataset: Reaction yield outcomes from USPTO patents with 853,638 reactions (1) The reactants are ClC1C=CC(CC[CH2:10][NH:11]C)=CC=1.[F:13][C:14]1[CH:15]=[C:16]([CH2:21][CH2:22][C:23](O)=O)[CH:17]=[CH:18][C:19]=1[F:20]. No catalyst specified. The product is [F:13][C:14]1[CH:15]=[C:16]([CH2:21][CH2:22][CH2:23][NH:11][CH3:10])[CH:17]=[CH:18][C:19]=1[F:20]. The yield is 0.560. (2) The yield is 1.00. The catalyst is CO. The product is [ClH:1].[ClH:31].[Cl:1][C:2]1[C:3]([NH:26][S:27]([CH3:30])(=[O:29])=[O:28])=[CH:4][C:5]([C:8]2[CH:9]=[CH:10][C:11]3[O:17][CH2:16][CH2:15][NH:14][CH2:13][C:12]=3[CH:25]=2)=[CH:6][N:7]=1. The reactants are [Cl:1][C:2]1[N:7]=[CH:6][C:5]([C:8]2[CH:9]=[CH:10][C:11]3[O:17][CH2:16][CH2:15][N:14](C(OC(C)(C)C)=O)[CH2:13][C:12]=3[CH:25]=2)=[CH:4][C:3]=1[NH:26][S:27]([CH3:30])(=[O:29])=[O:28].[ClH:31].O1CCOCC1. (3) The catalyst is C1COCC1. The yield is 0.300. The product is [F:1][C:2]1[CH:3]=[CH:4][C:5]([C:8]2[C:9](=[O:10])[N:11]3[CH2:15][CH:14]([O:16][C:17](=[O:22])[C:18]([CH3:19])([CH3:21])[CH3:20])[CH2:13][N:12]3[C:23]=2[C:25]2[CH:30]=[CH:29][N:28]=[C:27]([S:31][CH3:32])[N:26]=2)=[CH:6][CH:7]=1. The reactants are [F:1][C:2]1[CH:7]=[CH:6][C:5]([CH2:8][C:9]([N:11]2[CH2:15][CH:14]([O:16][C:17](=[O:22])[C:18]([CH3:21])([CH3:20])[CH3:19])[CH2:13][N:12]2[C:23]([C:25]2[CH:30]=[CH:29][N:28]=[C:27]([S:31][CH3:32])[N:26]=2)=O)=[O:10])=[CH:4][CH:3]=1.[H-].[Na+]. (4) The reactants are [Cl-].[Al+3].[Cl-].[Cl-].[Cl:5][C:6]1[CH:14]=[CH:13][C:9]([C:10](Cl)=[O:11])=[CH:8][C:7]=1[S:15](=[O:18])(=[O:17])[NH2:16].[CH3:19][N:20]1[C:25](=[O:26])[CH2:24][CH2:23][C:22]2[C:27]3[CH:28]=[CH:29][CH:30]=[CH:31][C:32]=3[CH2:33][C:21]1=2. The catalyst is ClCCl. The product is [Cl:5][C:6]1[CH:14]=[CH:13][C:9]([C:10]([C:30]2[CH:29]=[CH:28][C:27]3[C:22]4[CH2:23][CH2:24][C:25](=[O:26])[N:20]([CH3:19])[C:21]=4[CH2:33][C:32]=3[CH:31]=2)=[O:11])=[CH:8][C:7]=1[S:15]([NH2:16])(=[O:18])=[O:17]. The yield is 0.530. (5) The reactants are [CH2:1]([O:3][C:4](=[O:21])[C:5](Cl)=[N:6][NH:7][C:8]1[CH:13]=[C:12]([Br:14])[CH:11]=[CH:10][C:9]=1[O:15][CH2:16][CH2:17][C:18]#[CH:19])[CH3:2].C(N(CC)CC)C. The catalyst is C1(C)C=CC=CC=1. The product is [CH2:1]([O:3][C:4]([C:5]1[CH:19]=[C:18]2[N:7]([N:6]=1)[C:8]1[CH:13]=[C:12]([Br:14])[CH:11]=[CH:10][C:9]=1[O:15][CH2:16][CH2:17]2)=[O:21])[CH3:2]. The yield is 0.850. (6) The reactants are Br[C:2]1[CH:3]=[N:4][CH:5]=[CH:6][C:7]=1[CH2:8][OH:9].CC([Mg]Cl)C.[CH2:15]([N:22]1[CH2:27][CH2:26][C:25](=[O:28])[CH2:24][CH2:23]1)[C:16]1[CH:21]=[CH:20][CH:19]=[CH:18][CH:17]=1. The catalyst is O1CCCC1. The product is [CH2:15]([N:22]1[CH2:27][CH2:26][C:25]([OH:28])([C:2]2[CH:3]=[N:4][CH:5]=[CH:6][C:7]=2[CH2:8][OH:9])[CH2:24][CH2:23]1)[C:16]1[CH:17]=[CH:18][CH:19]=[CH:20][CH:21]=1. The yield is 0.160. (7) The reactants are [C:1]([O:5][C:6](=[O:45])[CH2:7][CH:8]([O:37][Si:38]([CH2:43]C)([CH2:41][CH3:42])[CH2:39][CH3:40])[C:9]([CH3:36])([CH3:35])[C:10](=[O:34])[CH:11]([CH3:33])[CH:12]([O:24]C(OCC(Cl)(Cl)Cl)=O)[CH:13]([CH3:23])[CH2:14][O:15][CH2:16][C:17]1[CH:22]=[CH:21][CH:20]=[CH:19][CH:18]=1)([CH3:4])([CH3:3])[CH3:2]. The catalyst is [Zn].C1COCC1.CC(O)=O. The product is [C:1]([O:5][C:6](=[O:45])[CH2:7][CH:8]([O:37][Si:38]([CH2:41][CH3:42])([CH2:39][CH3:40])[CH3:43])[C:9]([CH3:35])([CH3:36])[C:10](=[O:34])[CH:11]([CH3:33])[CH:12]([OH:24])[CH:13]([CH3:23])[CH2:14][O:15][CH2:16][C:17]1[CH:18]=[CH:19][CH:20]=[CH:21][CH:22]=1)([CH3:4])([CH3:2])[CH3:3]. The yield is 0.990. (8) The reactants are Cl.[N:2]1[CH:3]=[CH:4][N:5]2[CH:10]=[C:9]([C:11]([OH:13])=[O:12])[CH:8]=[CH:7][C:6]=12.[OH-].[Na+]. The catalyst is O. The product is [N:2]1[CH:3]=[CH:4][N:5]2[CH:10]=[C:9]([C:11]([OH:13])=[O:12])[CH:8]=[CH:7][C:6]=12. The yield is 0.770. (9) The reactants are C([C:4]1[N:5]=[CH:6][S:7][CH:8]=1)(=O)C.[CH3:9][O:10][CH:11]([O:16][CH3:17])[C:12]([O:14]C)=O.[CH3:18][O-:19].[Na+].[CH3:21]O.Cl. The catalyst is C(OCC)C.C(OCC)(=O)C.O. The product is [CH3:17][O:16][CH:11]([O:10][CH3:9])[C:12](=[O:14])[CH2:21][C:18]([C:6]1[S:7][CH:8]=[CH:4][N:5]=1)=[O:19]. The yield is 0.880. (10) The reactants are Br[C:2]1[CH:3]=[C:4]([NH:10][C:11]2[CH:15]=[C:14]([CH2:16][O:17][CH3:18])[N:13]([CH3:19])[N:12]=2)[C:5](=[O:9])[N:6]([CH3:8])[CH:7]=1.[CH3:20][C:21]1([CH3:37])[C:25]([CH3:27])([CH3:26])[O:24][B:23]([B:23]2[O:24][C:25]([CH3:27])([CH3:26])[C:21]([CH3:37])([CH3:20])[O:22]2)[O:22]1.CC(C1C=C(C(C)C)C(C2C=CC=CC=2P(C2CCCCC2)C2CCCCC2)=C(C(C)C)C=1)C.C([O-])(=O)C.[K+]. The catalyst is C1C=CC(/C=C/C(/C=C/C2C=CC=CC=2)=O)=CC=1.C1C=CC(/C=C/C(/C=C/C2C=CC=CC=2)=O)=CC=1.C1C=CC(/C=C/C(/C=C/C2C=CC=CC=2)=O)=CC=1.[Pd].[Pd].O1CCOCC1. The product is [CH3:18][O:17][CH2:16][C:14]1[N:13]([CH3:19])[N:12]=[C:11]([NH:10][C:4]2[C:5](=[O:9])[N:6]([CH3:8])[CH:7]=[C:2]([B:23]3[O:24][C:25]([CH3:27])([CH3:26])[C:21]([CH3:37])([CH3:20])[O:22]3)[CH:3]=2)[CH:15]=1. The yield is 0.750.